Dataset: Reaction yield outcomes from USPTO patents with 853,638 reactions. Task: Predict the reaction yield, written as a fraction of the theoretical maximum amount of product (1.0 means a 100% yield; for example, 0.34 means a 34% yield). (1) The reactants are C[O:2][C:3]([C:5]1[S:6][C:7]2[CH:8]([NH:25][CH:26]3[CH2:29][CH2:28][CH2:27]3)[CH2:9][O:10][C:11]3[CH:18]=[CH:17][C:16]([C:19]#[C:20][C:21]([OH:24])([CH3:23])[CH3:22])=[CH:15][C:12]=3[C:13]=2[N:14]=1)=O.CO.[NH3:32]. No catalyst specified. The product is [CH:26]1([NH:25][CH:8]2[C:7]3[S:6][C:5]([C:3]([NH2:32])=[O:2])=[N:14][C:13]=3[C:12]3[CH:15]=[C:16]([C:19]#[C:20][C:21]([OH:24])([CH3:23])[CH3:22])[CH:17]=[CH:18][C:11]=3[O:10][CH2:9]2)[CH2:29][CH2:28][CH2:27]1. The yield is 0.540. (2) The reactants are [Cl:1][C:2]1[N:7]=[CH:6][C:5]([CH2:8][OH:9])=[C:4]([NH:10][CH3:11])[CH:3]=1. The catalyst is C(Cl)Cl.O=[Mn]=O. The product is [Cl:1][C:2]1[CH:3]=[C:4]([NH:10][CH3:11])[C:5]([CH:8]=[O:9])=[CH:6][N:7]=1. The yield is 0.870. (3) The reactants are C1C=CC2N(O)N=NC=2C=1.[O:11]=[C:12]([N:17]1[CH2:22][CH2:21][N:20]([C:23](=[O:34])[C:24]2[CH:29]=[CH:28][CH:27]=[CH:26][C:25]=2[C:30]([F:33])([F:32])[F:31])[CH2:19][CH2:18]1)[CH2:13][C:14](O)=[O:15].CCN=C=NCCCN(C)C.Cl.[CH3:47][C:48]1[O:52][C:51]([C:53]2[CH:58]=[CH:57][C:56]([NH2:59])=[CH:55][CH:54]=2)=[N:50][N:49]=1. The catalyst is CN(C1C=CN=CC=1)C.CN(C=O)C.O. The product is [CH3:47][C:48]1[O:52][C:51]([C:53]2[CH:58]=[CH:57][C:56]([NH:59][C:14](=[O:15])[CH2:13][C:12](=[O:11])[N:17]3[CH2:22][CH2:21][N:20]([C:23](=[O:34])[C:24]4[CH:29]=[CH:28][CH:27]=[CH:26][C:25]=4[C:30]([F:31])([F:32])[F:33])[CH2:19][CH2:18]3)=[CH:55][CH:54]=2)=[N:50][N:49]=1. The yield is 0.200. (4) The reactants are [F:1][C@@:2]12[C@:15]3([CH3:16])[C:10](=[CH:11][C:12](=[O:17])[CH:13]=[CH:14]3)[C@@H:9]([F:18])[CH2:8][C@H:7]1[C@@H:6]1[CH2:19][C@@H:20]3[C@:24]([C:25](=[O:31])[CH2:26][O:27]C(=O)C)([C@@:5]1([CH3:42])[CH2:4][C@@H:3]2[OH:43])[CH2:23][N:22]([C:32]1[CH:41]=[CH:40][C:39]2[C:34](=[CH:35][CH:36]=[CH:37][CH:38]=2)[N:33]=1)[CH2:21]3. The catalyst is CO. The product is [F:1][C@@:2]12[C@:15]3([CH3:16])[C:10](=[CH:11][C:12](=[O:17])[CH:13]=[CH:14]3)[C@@H:9]([F:18])[CH2:8][C@H:7]1[C@@H:6]1[CH2:19][C@@H:20]3[C@:24]([C:25](=[O:31])[CH2:26][OH:27])([C@@:5]1([CH3:42])[CH2:4][C@@H:3]2[OH:43])[CH2:23][N:22]([C:32]1[CH:41]=[CH:40][C:39]2[C:34](=[CH:35][CH:36]=[CH:37][CH:38]=2)[N:33]=1)[CH2:21]3. The yield is 0.280. (5) The reactants are [F:1][C:2]1[CH:7]=[CH:6][CH:5]=[CH:4][CH:3]=1.[F:8][C:9]1[N:14]=[CH:13][C:12]([CH:15]2[C:19]3[C:20]([CH3:32])=[C:21]([N:26]4[CH2:31][CH2:30][NH:29][CH2:28][CH2:27]4)[C:22]([CH3:25])=[C:23]([CH3:24])[C:18]=3[O:17][C:16]2([CH3:34])[CH3:33])=[CH:11][CH:10]=1. No catalyst specified. The product is [F:1][C:2]1[CH:7]=[CH:6][C:5]([N:29]2[CH2:30][CH2:31][N:26]([C:21]3[C:22]([CH3:25])=[C:23]([CH3:24])[C:18]4[O:17][C:16]([CH3:34])([CH3:33])[CH:15]([C:12]5[CH:13]=[N:14][C:9]([F:8])=[CH:10][CH:11]=5)[C:19]=4[C:20]=3[CH3:32])[CH2:27][CH2:28]2)=[CH:4][CH:3]=1. The yield is 0.500. (6) The reactants are I[C:2]1[CH:7]=[CH:6][C:5]([N:8]2[CH2:13][CH2:12][N:11]([C:14]([O:16][C:17]([CH3:20])([CH3:19])[CH3:18])=[O:15])[CH2:10][CH2:9]2)=[CH:4][CH:3]=1.C[Si]([C:25]#[CH:26])(C)C.CCN(CC)CC. The catalyst is [Cu]I.Cl[Pd](Cl)([P](C1C=CC=CC=1)(C1C=CC=CC=1)C1C=CC=CC=1)[P](C1C=CC=CC=1)(C1C=CC=CC=1)C1C=CC=CC=1.CN(C=O)C. The product is [C:25]([C:2]1[CH:7]=[CH:6][C:5]([N:8]2[CH2:13][CH2:12][N:11]([C:14]([O:16][C:17]([CH3:20])([CH3:19])[CH3:18])=[O:15])[CH2:10][CH2:9]2)=[CH:4][CH:3]=1)#[CH:26]. The yield is 0.960. (7) The reactants are [Br:1][CH2:2][CH2:3][C:4]([C:14]1[CH:19]=[CH:18][CH:17]=[CH:16][CH:15]=1)([C:8]1[CH:13]=[CH:12][CH:11]=[CH:10][CH:9]=1)[C:5](O)=[O:6].S(Cl)([Cl:22])=O.CN(C)C=O. The catalyst is C(Cl)(Cl)Cl. The product is [Br:1][CH2:2][CH2:3][C:4]([C:14]1[CH:19]=[CH:18][CH:17]=[CH:16][CH:15]=1)([C:8]1[CH:13]=[CH:12][CH:11]=[CH:10][CH:9]=1)[C:5]([Cl:22])=[O:6]. The yield is 0.947. (8) The reactants are [F:1][C:2]1[CH:17]=[C:16]([CH:18]=O)[CH:15]=[CH:14][C:3]=1[O:4][C:5]1[N:6]=[CH:7][C:8]([C:11]([NH2:13])=[O:12])=[N:9][CH:10]=1.[CH3:20][C:21]([CH3:26])([CH3:25])[CH2:22][CH2:23][NH2:24].[BH4-].[Na+]. The catalyst is CO. The product is [CH3:20][C:21]([CH3:26])([CH3:25])[CH2:22][CH2:23][NH:24][CH2:18][C:16]1[CH:15]=[CH:14][C:3]([O:4][C:5]2[N:6]=[CH:7][C:8]([C:11]([NH2:13])=[O:12])=[N:9][CH:10]=2)=[C:2]([F:1])[CH:17]=1. The yield is 0.490.